Dataset: Reaction yield outcomes from USPTO patents with 853,638 reactions. Task: Predict the reaction yield, written as a fraction of the theoretical maximum amount of product (1.0 means a 100% yield; for example, 0.34 means a 34% yield). The reactants are [CH3:1][O:2][C:3]1[CH:35]=[CH:34][C:6]([CH2:7][NH:8][C:9]([C:11]2[N:12]([CH:31]([CH3:33])[CH3:32])[C:13]([CH:29]=[O:30])=[C:14]([C:22]3[CH:27]=[CH:26][C:25]([F:28])=[CH:24][CH:23]=3)[C:15]=2[C:16]2[CH:21]=[CH:20][CH:19]=[CH:18][CH:17]=2)=[O:10])=[CH:5][CH:4]=1.C(O[AlH-](OC(C)(C)C)OC(C)(C)C)(C)(C)C.[Li+]. The catalyst is C1COCC1. The product is [CH3:1][O:2][C:3]1[CH:4]=[CH:5][C:6]([CH2:7][NH:8][C:9]([C:11]2[N:12]([CH:31]([CH3:33])[CH3:32])[C:13]([CH2:29][OH:30])=[C:14]([C:22]3[CH:23]=[CH:24][C:25]([F:28])=[CH:26][CH:27]=3)[C:15]=2[C:16]2[CH:21]=[CH:20][CH:19]=[CH:18][CH:17]=2)=[O:10])=[CH:34][CH:35]=1. The yield is 0.410.